Task: Predict the reactants needed to synthesize the given product.. Dataset: Full USPTO retrosynthesis dataset with 1.9M reactions from patents (1976-2016) (1) Given the product [F:12][C:13]1[CH:20]=[CH:19][CH:18]=[CH:17][C:14]=1[CH2:15][O:1][C:2]1[CH:9]=[CH:8][C:5]([CH:6]=[O:7])=[CH:4][C:3]=1[O:10][CH3:11], predict the reactants needed to synthesize it. The reactants are: [OH:1][C:2]1[CH:9]=[CH:8][C:5]([CH:6]=[O:7])=[CH:4][C:3]=1[O:10][CH3:11].[F:12][C:13]1[CH:20]=[CH:19][CH:18]=[CH:17][C:14]=1[CH2:15]Br.C(=O)([O-])[O-].[K+].[K+].[I-].[K+]. (2) Given the product [NH2:20][C:17]1[O:18][CH2:19][C@@:14]2([N:16]=1)[C:15]1[C:2]([C:33]#[N:34])=[C:3]([O:27][CH2:28][C:29]([CH3:31])([CH3:30])[CH3:32])[CH:4]=[CH:5][C:6]=1[O:7][C:8]1[C:13]2=[CH:12][C:11]([C:21]2[CH:22]=[N:23][CH:24]=[CH:25][CH:26]=2)=[CH:10][CH:9]=1, predict the reactants needed to synthesize it. The reactants are: Br[C:2]1[C:15]2[C@:14]3([CH2:19][O:18][C:17]([NH2:20])=[N:16]3)[C:13]3[C:8](=[CH:9][CH:10]=[C:11]([C:21]4[CH:22]=[N:23][CH:24]=[CH:25][CH:26]=4)[CH:12]=3)[O:7][C:6]=2[CH:5]=[CH:4][C:3]=1[O:27][CH2:28][C:29]([CH3:32])([CH3:31])[CH3:30].[C:33]([Zn]C#N)#[N:34].CN(C=O)C. (3) Given the product [Br:11][C:9]1[CH:8]=[N:7][C:6]2=[C:2]([NH:12][CH:13]3[CH2:14][CH2:15][N:16]([C:19]([O:21][CH2:22][CH3:23])=[O:20])[CH2:17][CH2:18]3)[S:3][N:4]=[C:5]2[CH:10]=1, predict the reactants needed to synthesize it. The reactants are: Br[C:2]1[S:3][N:4]=[C:5]2[CH:10]=[C:9]([Br:11])[CH:8]=[N:7][C:6]=12.[NH2:12][CH:13]1[CH2:18][CH2:17][N:16]([C:19]([O:21][CH2:22][CH3:23])=[O:20])[CH2:15][CH2:14]1. (4) Given the product [CH:43]1([CH2:42][NH:47][C:1]([C:4]2[CH:5]=[CH:6][C:7]([CH:10]3[CH2:15][CH2:14][N:13]([C:16]([O:18][C:19]([CH3:20])([CH3:21])[CH3:22])=[O:17])[CH2:12][CH2:11]3)=[CH:8][CH:9]=2)=[O:3])[CH2:45][CH2:44]1, predict the reactants needed to synthesize it. The reactants are: [C:1]([C:4]1[CH:9]=[CH:8][C:7]([CH:10]2[CH2:15][CH2:14][N:13]([C:16]([O:18][C:19]([CH3:22])([CH3:21])[CH3:20])=[O:17])[CH2:12][CH2:11]2)=[CH:6][CH:5]=1)([OH:3])=O.C(N(C(C)C)CC)(C)C.CN(C(ON1N=[N:47][C:42]2[CH:43]=[CH:44][CH:45]=NC1=2)=[N+](C)C)C.F[P-](F)(F)(F)(F)F.Cl.C1(CN)CC1.